From a dataset of Reaction yield outcomes from USPTO patents with 853,638 reactions. Predict the reaction yield, written as a fraction of the theoretical maximum amount of product (1.0 means a 100% yield; for example, 0.34 means a 34% yield). (1) The reactants are [Cl:1][C:2]1[CH:7]=[C:6]([Cl:8])[CH:5]=[CH:4][C:3]=1[C:9]1[N:10]=[C:11]([CH2:16][C:17]2[CH:22]=[CH:21][C:20]([C:23]3[CH:28]=[CH:27][C:26]([OH:29])=[CH:25][CH:24]=3)=[CH:19][CH:18]=2)[N:12]([CH2:14][CH3:15])[CH:13]=1.[NH2:30][C:31]1[CH:40]=[CH:39][C:38](Br)=[CH:37][C:32]=1[C:33]([O:35][CH3:36])=[O:34]. No catalyst specified. The product is [CH3:36][O:35][C:33](=[O:34])[C:32]1[CH:37]=[C:38]([O:29][C:26]2[CH:25]=[CH:24][C:23]([C:20]3[CH:21]=[CH:22][C:17]([CH2:16][C:11]4[N:12]([CH2:14][CH3:15])[CH:13]=[C:9]([C:3]5[CH:4]=[CH:5][C:6]([Cl:8])=[CH:7][C:2]=5[Cl:1])[N:10]=4)=[CH:18][CH:19]=3)=[CH:28][CH:27]=2)[CH:39]=[CH:40][C:31]=1[NH2:30]. The yield is 0.220. (2) The reactants are [Br:1][C:2]1[CH:7]=[CH:6][C:5]([CH2:8][CH2:9][NH:10][C:11]([C:13]2[CH:14]=[CH:15][C:16]3[CH2:17][C@H:18]4[N:30]([CH3:31])[CH2:29][CH2:28][C@:24]56[C:25]=3[C:26]=2[O:27][C@H:23]5[C:22](=[O:32])[CH2:21][CH2:20][C@@:19]46[OH:33])=[O:12])=[CH:4][CH:3]=1.[Cl-].[NH4+]. The catalyst is [Zn].C(O)C. The product is [Br:1][C:2]1[CH:7]=[CH:6][C:5]([CH2:8][CH2:9][NH:10][C:11]([C:13]2[CH:14]=[CH:15][C:16]3[CH2:17][C@H:18]4[N:30]([CH3:31])[CH2:29][CH2:28][C@@:24]5([C:25]=3[C:26]=2[OH:27])[C@@:19]4([OH:33])[CH2:20][CH2:21][C:22](=[O:32])[CH2:23]5)=[O:12])=[CH:4][CH:3]=1. The yield is 0.790. (3) The reactants are CON(C)[C:4](=[O:20])[CH:5]([O:18][CH3:19])[C:6]1[CH:7]=[N:8][C:9]([N:12]2[CH2:17][CH2:16][CH2:15][CH2:14][CH2:13]2)=[CH:10][CH:11]=1.[Br:22][C:23]1[C:28]([O:29][CH3:30])=[CH:27][C:26]([C:31]2[O:32][CH:33]=[CH:34][CH:35]=2)=[CH:25][C:24]=1[O:36][CH3:37]. No catalyst specified. The product is [Br:22][C:23]1[C:24]([O:36][CH3:37])=[CH:25][C:26]([C:31]2[O:32][C:33]([C:4](=[O:20])[CH:5]([O:18][CH3:19])[C:6]3[CH:7]=[N:8][C:9]([N:12]4[CH2:13][CH2:14][CH2:15][CH2:16][CH2:17]4)=[CH:10][CH:11]=3)=[CH:34][CH:35]=2)=[CH:27][C:28]=1[O:29][CH3:30]. The yield is 0.650. (4) The yield is 0.690. The reactants are [F:1][C:2]1[CH:3]=[C:4]([CH:19]=[CH:20][CH:21]=1)[CH2:5][O:6][C:7]1[CH:8]=[CH:9][C:10]2[CH:16]=[CH:15][NH:14][C:13](=[O:17])[CH2:12][C:11]=2[CH:18]=1.[H-].[Na+].[CH3:24]I. The product is [F:1][C:2]1[CH:3]=[C:4]([CH:19]=[CH:20][CH:21]=1)[CH2:5][O:6][C:7]1[CH:8]=[CH:9][C:10]2[CH:16]=[CH:15][N:14]([CH3:24])[C:13](=[O:17])[CH2:12][C:11]=2[CH:18]=1. The catalyst is O1CCCC1. (5) The reactants are [CH:1]([O:4][C:5](=[O:19])[C:6]1[CH:11]=[CH:10][C:9]([C:12]([F:15])([F:14])[F:13])=[CH:8][C:7]=1B(O)O)([CH3:3])[CH3:2].Br[C:21]1[C:26]([Cl:27])=[CH:25][CH:24]=[CH:23][N:22]=1.O1CCOCC1. The catalyst is C(OCC)(=O)C. The product is [CH:1]([O:4][C:5](=[O:19])[C:6]1[CH:11]=[CH:10][C:9]([C:12]([F:15])([F:14])[F:13])=[CH:8][C:7]=1[C:21]1[C:26]([Cl:27])=[CH:25][CH:24]=[CH:23][N:22]=1)([CH3:3])[CH3:2]. The yield is 1.00. (6) The reactants are [Cl:1][C:2]1[C:3]2[CH:10]=[CH:9][NH:8][C:4]=2[N:5]=[CH:6][N:7]=1.C1C(=O)N([Br:18])C(=O)C1. No catalyst specified. The product is [Br:18][C:10]1[C:3]2[C:2]([Cl:1])=[N:7][CH:6]=[N:5][C:4]=2[NH:8][CH:9]=1. The yield is 0.790.